The task is: Regression. Given a peptide amino acid sequence and an MHC pseudo amino acid sequence, predict their binding affinity value. This is MHC class I binding data.. This data is from Peptide-MHC class I binding affinity with 185,985 pairs from IEDB/IMGT. The binding affinity (normalized) is 0.362. The peptide sequence is KLFGFGAQF. The MHC is HLA-B35:01 with pseudo-sequence HLA-B35:01.